Dataset: Full USPTO retrosynthesis dataset with 1.9M reactions from patents (1976-2016). Task: Predict the reactants needed to synthesize the given product. Given the product [Si:64]([O:71][C@H:72]([CH3:104])[C@@H:73]([NH:93][C:94]1[CH:101]=[CH:100][C:97]([C:98]#[N:99])=[C:96]([Cl:102])[C:95]=1[CH3:103])[C:74]1[O:75][C:76]([C:79]2[CH:84]=[CH:83][CH:82]=[C:81]([O:85][Si:86]([C:89]([CH3:90])([CH3:91])[CH3:92])([CH3:87])[CH3:88])[CH:80]=2)=[N:77][N:78]=1)([C:67]([CH3:68])([CH3:69])[CH3:70])([CH3:65])[CH3:66], predict the reactants needed to synthesize it. The reactants are: [Si](OC1C=C(C=CC=1)C(NNC(=O)[C@H](NC1C=CC(C#N)=C(Cl)C=1C)[C@H](O[Si](C(C)(C)C)(C)C)C)=O)(C(C)(C)C)(C)C.C1C=CC(P(C2C=CC=CC=2)C2C=CC=CC=2)=CC=1.II.[Si:64]([O:71][C@@H:72]([CH3:104])[C@@H:73]([NH:93][C:94]1[CH:101]=[CH:100][C:97]([C:98]#[N:99])=[C:96]([Cl:102])[C:95]=1[CH3:103])[C:74]1[O:75][C:76]([C:79]2[CH:84]=[CH:83][CH:82]=[C:81]([O:85][Si:86]([C:89]([CH3:92])([CH3:91])[CH3:90])([CH3:88])[CH3:87])[CH:80]=2)=[N:77][N:78]=1)([C:67]([CH3:70])([CH3:69])[CH3:68])([CH3:66])[CH3:65].